Dataset: Catalyst prediction with 721,799 reactions and 888 catalyst types from USPTO. Task: Predict which catalyst facilitates the given reaction. (1) The catalyst class is: 19. Reactant: [CH3:1][O:2][C:3]([C:5]1[N:6]([CH2:13][C:14]2[CH:19]=[C:18]([F:20])[C:17]([F:21])=[C:16]([F:22])[CH:15]=2)[N:7]=[C:8]([N+:10]([O-])=O)[CH:9]=1)=[O:4]. Product: [CH3:1][O:2][C:3]([C:5]1[N:6]([CH2:13][C:14]2[CH:19]=[C:18]([F:20])[C:17]([F:21])=[C:16]([F:22])[CH:15]=2)[N:7]=[C:8]([NH2:10])[CH:9]=1)=[O:4]. (2) Reactant: C(OC(=O)[NH:7][CH:8]1[CH2:13][CH2:12][N:11]([CH2:14][C:15]2[CH:20]=[CH:19][C:18]([Cl:21])=[C:17]([O:22][CH2:23][CH3:24])[CH:16]=2)[CH2:10][CH2:9]1)(C)(C)C. Product: [Cl:21][C:18]1[CH:19]=[CH:20][C:15]([CH2:14][N:11]2[CH2:12][CH2:13][CH:8]([NH2:7])[CH2:9][CH2:10]2)=[CH:16][C:17]=1[O:22][CH2:23][CH3:24]. The catalyst class is: 361. (3) Reactant: CO[C:3]([C:5]1([NH:13][C:14](=[O:25])[CH2:15][C:16]2[CH:21]=[C:20]([Br:22])[C:19]([F:23])=[CH:18][C:17]=2[CH3:24])[CH2:10][CH2:9][N:8]([O:11][CH3:12])[CH2:7][CH2:6]1)=[O:4].CC(C)([O-])C.[K+]. Product: [Br:22][C:20]1[C:19]([F:23])=[CH:18][C:17]([CH3:24])=[C:16]([C:15]2[C:14](=[O:25])[NH:13][C:5]3([CH2:10][CH2:9][N:8]([O:11][CH3:12])[CH2:7][CH2:6]3)[C:3]=2[OH:4])[CH:21]=1. The catalyst class is: 9.